From a dataset of hERG Central: cardiac toxicity at 1µM, 10µM, and general inhibition. Predict hERG channel inhibition at various concentrations. (1) The molecule is Cc1ccccc1-n1c(SCC(=O)Nc2ccc3c(c2)OCO3)nnc1-c1ccccn1. Results: hERG_inhib (hERG inhibition (general)): blocker. (2) The molecule is CCN(CC)CCn1c(NS(=O)(=O)c2ccc(C)cc2)nc2ccccc21. Results: hERG_inhib (hERG inhibition (general)): blocker. (3) The compound is COc1ccc(/C=N/NC(=O)c2ccccc2F)cc1CN1CCN(c2ccc(F)cc2)CC1. Results: hERG_inhib (hERG inhibition (general)): blocker. (4) The compound is OCC1(Cc2ccccc2F)CCCN(Cc2c(F)ccc(F)c2F)C1. Results: hERG_inhib (hERG inhibition (general)): blocker. (5) The drug is O=C(Cn1cc([N+](=O)[O-])cn1)Nc1nc2ccccc2s1. Results: hERG_inhib (hERG inhibition (general)): blocker. (6) The compound is CN(C)/C=C/C(=O)c1ccc2noc(-c3cccc(F)c3)c2c1. Results: hERG_inhib (hERG inhibition (general)): blocker. (7) The compound is O=C(O)C(=O)O.O=C(c1ccncc1)N1CCN(C2CCC(c3ccccc3)CC2)CC1. Results: hERG_inhib (hERG inhibition (general)): blocker.